Dataset: Peptide-MHC class I binding affinity with 185,985 pairs from IEDB/IMGT. Task: Regression. Given a peptide amino acid sequence and an MHC pseudo amino acid sequence, predict their binding affinity value. This is MHC class I binding data. (1) The peptide sequence is QLAPGLQLI. The MHC is HLA-E01:01 with pseudo-sequence HLA-E01:03. The binding affinity (normalized) is 0.0847. (2) The peptide sequence is AVFPRYHPR. The MHC is HLA-B07:02 with pseudo-sequence HLA-B07:02. The binding affinity (normalized) is 0.0847. (3) The peptide sequence is LTFKACDHI. The MHC is HLA-B08:01 with pseudo-sequence HLA-B08:01. The binding affinity (normalized) is 0.378. (4) The peptide sequence is KAVRLIKFLY. The MHC is HLA-A30:02 with pseudo-sequence HLA-A30:02. The binding affinity (normalized) is 0.738. (5) The peptide sequence is RLPVICSFLV. The binding affinity (normalized) is 0.157. The MHC is HLA-A68:02 with pseudo-sequence HLA-A68:02.